Dataset: Full USPTO retrosynthesis dataset with 1.9M reactions from patents (1976-2016). Task: Predict the reactants needed to synthesize the given product. Given the product [F:1][C:2]1([F:24])[CH2:7][CH2:6][CH2:5][CH:4]([CH2:8][NH:9][C:10]([C:12]2[C:13]3[CH:14]=[CH:15][C:16]([N:27]4[CH2:28][CH2:30][CH:33]([CH2:36][CH2:39][OH:41])[CH2:31]4)=[N:17][C:18]=3[CH:19]=[CH:20][C:21]=2[Cl:22])=[O:11])[CH2:3]1, predict the reactants needed to synthesize it. The reactants are: [F:1][C:2]1([F:24])[CH2:7][CH2:6][CH2:5][CH:4]([CH2:8][NH:9][C:10]([C:12]2[C:13]3[CH:14]=[CH:15][C:16](Cl)=[N:17][C:18]=3[CH:19]=[CH:20][C:21]=2[Cl:22])=[O:11])[CH2:3]1.CC[N:27]([CH:31]([CH3:33])C)[CH:28]([CH3:30])C.N1CC[CH:36]([CH:39]([OH:41])C)C1.